From a dataset of Peptide-MHC class II binding affinity with 134,281 pairs from IEDB. Regression. Given a peptide amino acid sequence and an MHC pseudo amino acid sequence, predict their binding affinity value. This is MHC class II binding data. The peptide sequence is EKHYFAATQFEPLAA. The binding affinity (normalized) is 0.742. The MHC is HLA-DPA10201-DPB10501 with pseudo-sequence HLA-DPA10201-DPB10501.